This data is from Forward reaction prediction with 1.9M reactions from USPTO patents (1976-2016). The task is: Predict the product of the given reaction. Given the reactants [Cl:1][C:2]1[CH:33]=[N:32][C:5]2=[N:6][C:7]([N:19]3[CH2:22][CH:21]([N:23](C)[C:24](=O)OC(C)(C)C)[CH2:20]3)=[C:8]([NH:10][CH2:11][CH:12](OCC)OCC)[N:9]=[C:4]2[CH:3]=1.CC1C=CC(S(O)(=O)=O)=CC=1.O.C([O-])(O)=O.[Na+], predict the reaction product. The product is: [Cl:1][C:2]1[CH:33]=[N:32][C:5]2[N:6]=[C:7]([N:19]3[CH2:20][CH:21]([NH:23][CH3:24])[CH2:22]3)[C:8]3[N:9]([CH:12]=[CH:11][N:10]=3)[C:4]=2[CH:3]=1.